From a dataset of Full USPTO retrosynthesis dataset with 1.9M reactions from patents (1976-2016). Predict the reactants needed to synthesize the given product. Given the product [Br:20][CH2:18][C:17]([C:13]1[CH:14]=[CH:15][CH:16]=[C:11]([CH2:10][CH2:9][OH:8])[CH:12]=1)=[O:19], predict the reactants needed to synthesize it. The reactants are: [Si]([O:8][CH2:9][CH2:10][C:11]1[CH:12]=[C:13]([C:17](=[O:19])[CH3:18])[CH:14]=[CH:15][CH:16]=1)(C(C)(C)C)(C)C.[Br:20]Br.C([O-])(O)=O.[Na+].